This data is from Buchwald-Hartwig C-N cross coupling reaction yields with 55,370 reactions. The task is: Predict the reaction yield, written as a fraction of the theoretical maximum amount of product (1.0 means a 100% yield; for example, 0.34 means a 34% yield). (1) The reactants are FC(F)(F)c1ccc(Br)cc1.Cc1ccc(N)cc1.O=S(=O)(O[Pd]1c2ccccc2-c2ccccc2N~1)C(F)(F)F.CC(C)c1cc(C(C)C)c(-c2ccccc2P(C(C)(C)C)C(C)(C)C)c(C(C)C)c1.CCN=P(N=P(N(C)C)(N(C)C)N(C)C)(N(C)C)N(C)C.COC(=O)c1ccno1. No catalyst specified. The product is Cc1ccc(Nc2ccc(C(F)(F)F)cc2)cc1. The yield is 0.107. (2) The reactants are Brc1ccccn1.Cc1ccc(N)cc1.O=S(=O)(O[Pd]1c2ccccc2-c2ccccc2N~1)C(F)(F)F.CC(C)c1cc(C(C)C)c(-c2ccccc2P(C2CCCCC2)C2CCCCC2)c(C(C)C)c1.CN1CCCN2CCCN=C12.COC(=O)c1ccno1. No catalyst specified. The product is Cc1ccc(Nc2ccccn2)cc1. The yield is 0.198. (3) The reactants are Clc1cccnc1.Cc1ccc(N)cc1.O=S(=O)(O[Pd]1c2ccccc2-c2ccccc2N~1)C(F)(F)F.CC(C)c1cc(C(C)C)c(-c2ccccc2P(C2CCCCC2)C2CCCCC2)c(C(C)C)c1.CN(C)C(=NC(C)(C)C)N(C)C.c1ccc(-c2ccno2)cc1. No catalyst specified. The product is Cc1ccc(Nc2cccnc2)cc1. The yield is 0.0417. (4) No catalyst specified. The reactants are Brc1ccccn1.Cc1ccc(N)cc1.O=S(=O)(O[Pd]1c2ccccc2-c2ccccc2N~1)C(F)(F)F.COc1ccc(OC)c(P(C(C)(C)C)C(C)(C)C)c1-c1c(C(C)C)cc(C(C)C)cc1C(C)C.CCN=P(N=P(N(C)C)(N(C)C)N(C)C)(N(C)C)N(C)C.c1ccc(-c2cnoc2)cc1. The product is Cc1ccc(Nc2ccccn2)cc1. The yield is 0.260. (5) The reactants are Brc1ccccn1.Cc1ccc(N)cc1.O=S(=O)(O[Pd]1c2ccccc2-c2ccccc2N~1)C(F)(F)F.COc1ccc(OC)c(P(C(C)(C)C)C(C)(C)C)c1-c1c(C(C)C)cc(C(C)C)cc1C(C)C.CN(C)C(=NC(C)(C)C)N(C)C.CCOC(=O)c1cnoc1. No catalyst specified. The product is Cc1ccc(Nc2ccccn2)cc1. The yield is 0.0159. (6) The reactants are CCc1ccc(Cl)cc1.Cc1ccc(N)cc1.O=S(=O)(O[Pd]1c2ccccc2-c2ccccc2N~1)C(F)(F)F.CC(C)c1cc(C(C)C)c(-c2ccccc2P(C(C)(C)C)C(C)(C)C)c(C(C)C)c1.CCN=P(N=P(N(C)C)(N(C)C)N(C)C)(N(C)C)N(C)C.c1ccc(CN(Cc2ccccc2)c2ccon2)cc1. No catalyst specified. The product is CCc1ccc(Nc2ccc(C)cc2)cc1. The yield is 0.0977. (7) The reactants are FC(F)(F)c1ccc(Cl)cc1.Cc1ccc(N)cc1.O=S(=O)(O[Pd]1c2ccccc2-c2ccccc2N~1)C(F)(F)F.CC(C)c1cc(C(C)C)c(-c2ccccc2P(C2CCCCC2)C2CCCCC2)c(C(C)C)c1.CN(C)C(=NC(C)(C)C)N(C)C.c1ccc(-c2ccno2)cc1. No catalyst specified. The product is Cc1ccc(Nc2ccc(C(F)(F)F)cc2)cc1. The yield is 0.140. (8) The reactants are FC(F)(F)c1ccc(Br)cc1.Cc1ccc(N)cc1.O=S(=O)(O[Pd]1c2ccccc2-c2ccccc2N~1)C(F)(F)F.COc1ccc(OC)c(P([C@]23C[C@H]4C[C@H](C[C@H](C4)C2)C3)[C@]23C[C@H]4C[C@H](C[C@H](C4)C2)C3)c1-c1c(C(C)C)cc(C(C)C)cc1C(C)C.CN1CCCN2CCCN=C12.c1ccc(CN(Cc2ccccc2)c2ccno2)cc1. No catalyst specified. The product is Cc1ccc(Nc2ccc(C(F)(F)F)cc2)cc1. The yield is 0.316. (9) The reactants are Ic1ccccn1.Cc1ccc(N)cc1.O=S(=O)(O[Pd]1c2ccccc2-c2ccccc2N~1)C(F)(F)F.COc1ccc(OC)c(P(C(C)(C)C)C(C)(C)C)c1-c1c(C(C)C)cc(C(C)C)cc1C(C)C.CN1CCCN2CCCN=C12.c1ccc(-c2cnoc2)cc1. No catalyst specified. The product is Cc1ccc(Nc2ccccn2)cc1. The yield is 1.000. (10) The reactants are CCc1ccc(Br)cc1.Cc1ccc(N)cc1.O=S(=O)(O[Pd]1c2ccccc2-c2ccccc2N~1)C(F)(F)F.CC(C)c1cc(C(C)C)c(-c2ccccc2P(C(C)(C)C)C(C)(C)C)c(C(C)C)c1.CN(C)C(=NC(C)(C)C)N(C)C.COC(=O)c1ccno1. No catalyst specified. The product is CCc1ccc(Nc2ccc(C)cc2)cc1. The yield is 0.479.